Dataset: Catalyst prediction with 721,799 reactions and 888 catalyst types from USPTO. Task: Predict which catalyst facilitates the given reaction. (1) Reactant: [NH2:1][C:2]1([C:7]([NH:9][CH:10]2[CH2:16][CH2:15][C:14]3[CH:17]=[CH:18][CH:19]=[CH:20][C:13]=3[N:12]3[CH:21]=[CH:22][N:23]=[C:11]23)=[O:8])[CH2:6][CH2:5][CH2:4][CH2:3]1.[Cl:24][C:25]1[CH:33]=[CH:32][C:28]([C:29](O)=[O:30])=[CH:27][CH:26]=1.Cl.CN(C)CCCN=C=NCC.ON1C2C=CC=CC=2N=N1.C(N(C(C)C)CC)(C)C. Product: [Cl:24][C:25]1[CH:33]=[CH:32][C:28]([C:29]([NH:1][C:2]2([C:7](=[O:8])[NH:9][CH:10]3[CH2:16][CH2:15][C:14]4[CH:17]=[CH:18][CH:19]=[CH:20][C:13]=4[N:12]4[CH:21]=[CH:22][N:23]=[C:11]34)[CH2:3][CH2:4][CH2:5][CH2:6]2)=[O:30])=[CH:27][CH:26]=1. The catalyst class is: 765. (2) Reactant: [Br:1][CH:2]([CH3:5])[CH2:3][OH:4].C1C=CC(P(C2C=CC=CC=2)C2C=CC=CC=2)=CC=1.N(C(OCC)=O)=NC(OCC)=O.[Br:37][C:38]1[CH:43]=[CH:42][C:41](O)=[C:40]([NH:45][C:46]([O:48][C:49]([CH3:52])([CH3:51])[CH3:50])=[O:47])[CH:39]=1. Product: [C:49]([O:48][C:46](=[O:47])[NH:45][C:40]1[CH:39]=[C:38]([Br:37])[CH:43]=[CH:42][C:41]=1[O:4][CH2:3][CH:2]([Br:1])[CH3:5])([CH3:52])([CH3:50])[CH3:51]. The catalyst class is: 4. (3) Reactant: [CH3:1][O:2][C:3](=[O:41])[NH:4][CH:5]([C:9]([N:11]1[CH2:15][CH2:14][CH2:13][CH:12]1[C:16]1[N:17]([CH2:33]OCC[Si](C)(C)C)[C:18]([C:21]2[CH:26]=[CH:25][C:24]([N:27]3[CH2:32][CH2:31][NH:30][CH2:29][CH2:28]3)=[CH:23][CH:22]=2)=[CH:19][N:20]=1)=[O:10])[CH:6]([CH3:8])[CH3:7].[C:42]([O:46][C:47]([N:49]1[CH2:53][CH2:52][CH2:51][CH:50]1[C:54]1[N:55]([CH2:62][O:63][CH2:64][CH2:65][Si:66]([CH3:69])([CH3:68])[CH3:67])[CH:56]=[C:57]([C:59](O)=[O:60])[N:58]=1)=[O:48])([CH3:45])([CH3:44])[CH3:43].CN(C(ON1N=NC2C=CC=NC1=2)=[N+](C)C)C.F[P-](F)(F)(F)(F)F.CN1CCOCC1. Product: [C:42]([O:46][C:47]([N:49]1[CH2:53][CH2:52][CH2:51][CH:50]1[C:54]1[N:55]([CH2:62][O:63][CH2:64][CH2:65][Si:66]([CH3:68])([CH3:67])[CH3:69])[CH:56]=[C:57]([C:59]([N:30]2[CH2:31][CH2:32][N:27]([C:24]3[CH:23]=[CH:22][C:21]([C:18]4[N:17]([CH3:33])[C:16]([CH:12]5[CH2:13][CH2:14][CH2:15][N:11]5[C:9](=[O:10])[CH:5]([NH:4][C:3]([O:2][CH3:1])=[O:41])[CH:6]([CH3:7])[CH3:8])=[N:20][CH:19]=4)=[CH:26][CH:25]=3)[CH2:28][CH2:29]2)=[O:60])[N:58]=1)=[O:48])([CH3:44])([CH3:45])[CH3:43]. The catalyst class is: 31. (4) Reactant: [Cl:1][C:2]1[CH:3]=[C:4]([F:24])[CH:5]=[C:6]2[C:14]=1[NH:13][C:12]1[C:11]([C:20]([F:23])([F:22])[F:21])([O:15][Si](C)(C)C)[CH2:10][CH2:9][CH2:8][C:7]2=1.[OH-].[K+]. Product: [Cl:1][C:2]1[CH:3]=[C:4]([F:24])[CH:5]=[C:6]2[C:14]=1[NH:13][C:12]1[C:11]([C:20]([F:23])([F:21])[F:22])([OH:15])[CH2:10][CH2:9][CH2:8][C:7]2=1. The catalyst class is: 20. (5) Reactant: [F:1][C:2]([F:7])([F:6])[C:3]([OH:5])=[O:4].[CH3:8][O:9][C:10]1[CH:15]=[CH:14][C:13]([CH2:16][CH2:17][CH2:18][N:19]([CH2:34][CH2:35][CH2:36][C:37]2[CH:42]=[CH:41][C:40]([O:43][CH3:44])=[CH:39][CH:38]=2)[CH2:20][CH2:21][NH:22][C:23]([C:25]2[C:30]([NH2:31])=[N:29][C:28]([NH2:32])=[C:27]([Cl:33])[N:26]=2)=[O:24])=[CH:12][CH:11]=1.C(=O)([O-])[O-].[Na+].[Na+].[CH2:51](Br)[CH:52]=[CH2:53]. Product: [F:1][C:2]([F:7])([F:6])[C:3]([O-:5])=[O:4].[CH2:53]([N+:19]([CH2:20][CH2:21][NH:22][C:23]([C:25]1[C:30]([NH2:31])=[N:29][C:28]([NH2:32])=[C:27]([Cl:33])[N:26]=1)=[O:24])([CH2:34][CH2:35][CH2:36][C:37]1[CH:42]=[CH:41][C:40]([O:43][CH3:44])=[CH:39][CH:38]=1)[CH2:18][CH2:17][CH2:16][C:13]1[CH:14]=[CH:15][C:10]([O:9][CH3:8])=[CH:11][CH:12]=1)[CH:52]=[CH2:51]. The catalyst class is: 21. (6) Reactant: [C:9](O[C:9]([O:11][C:12]([CH3:15])([CH3:14])[CH3:13])=[O:10])([O:11][C:12]([CH3:15])([CH3:14])[CH3:13])=[O:10].[Cl:16][C:17]1[N:22]=[C:21]([NH2:23])[N:20]=[C:19]2[N:24]([CH2:35][C:36]3[CH:41]=[CH:40][C:39]([O:42][CH3:43])=[CH:38][CH:37]=3)[N:25]=[C:26]([CH2:27][CH:28]3[CH2:32][O:31][C:30]([CH3:34])([CH3:33])[O:29]3)[C:18]=12. Product: [Cl:16][C:17]1[N:22]=[C:21]([N:23]([C:9]([O:11][C:12]([CH3:13])([CH3:14])[CH3:15])=[O:10])[C:9]([O:11][C:12]([CH3:15])([CH3:14])[CH3:13])=[O:10])[N:20]=[C:19]2[N:24]([CH2:35][C:36]3[CH:37]=[CH:38][C:39]([O:42][CH3:43])=[CH:40][CH:41]=3)[N:25]=[C:26]([CH2:27][CH:28]3[CH2:32][O:31][C:30]([CH3:34])([CH3:33])[O:29]3)[C:18]=12. The catalyst class is: 367. (7) Reactant: [NH2:1][C:2]1[CH:9]=[CH:8][C:7]([O:10][CH3:11])=[CH:6][C:3]=1[C:4]#[N:5].[C:12](O[K])(C)(C)C.C(OC)(=O)C(OC)=O. Product: [CH3:11][O:10][C:7]1[CH:8]=[CH:9][C:2]([NH:1][CH3:12])=[C:3]([CH:6]=1)[C:4]#[N:5]. The catalyst class is: 3. (8) Reactant: [CH3:1][C:2]1[C:14]2[C:5](=[N:6][C:7]3[C:12]([C:13]=2[C:15]#[N:16])=[CH:11][CH:10]=[CH:9][CH:8]=3)[N:4]([C:17]2[CH:22]=[CH:21][CH:20]=[CH:19][N:18]=2)[N:3]=1.S(=O)(=O)(O)[OH:24].O.[OH-].[Na+]. Product: [CH3:1][C:2]1[C:14]2[C:5](=[N:6][C:7]3[C:12]([C:13]=2[C:15]([NH2:16])=[O:24])=[CH:11][CH:10]=[CH:9][CH:8]=3)[N:4]([C:17]2[CH:22]=[CH:21][CH:20]=[CH:19][N:18]=2)[N:3]=1. The catalyst class is: 15.